Dataset: Forward reaction prediction with 1.9M reactions from USPTO patents (1976-2016). Task: Predict the product of the given reaction. The product is: [NH2:16][C:10]1[CH:11]=[C:12]2[C:7](=[CH:8][CH:9]=1)[NH:6][C:5]1[N:4]([C:19]3[CH:24]=[CH:23][CH:22]=[CH:21][N:20]=3)[N:3]=[C:2]([CH3:1])[C:14]=1[C:13]2=[O:15]. Given the reactants [CH3:1][C:2]1[C:14]2[C:13](=[O:15])[C:12]3[C:7](=[CH:8][CH:9]=[C:10]([N+:16]([O-])=O)[CH:11]=3)[NH:6][C:5]=2[N:4]([C:19]2[CH:24]=[CH:23][CH:22]=[CH:21][N:20]=2)[N:3]=1, predict the reaction product.